Dataset: Merck oncology drug combination screen with 23,052 pairs across 39 cell lines. Task: Regression. Given two drug SMILES strings and cell line genomic features, predict the synergy score measuring deviation from expected non-interaction effect. Drug 1: COc1cccc2c1C(=O)c1c(O)c3c(c(O)c1C2=O)CC(O)(C(=O)CO)CC3OC1CC(N)C(O)C(C)O1. Drug 2: O=C(NOCC(O)CO)c1ccc(F)c(F)c1Nc1ccc(I)cc1F. Cell line: LNCAP. Synergy scores: synergy=9.99.